Dataset: Catalyst prediction with 721,799 reactions and 888 catalyst types from USPTO. Task: Predict which catalyst facilitates the given reaction. (1) Reactant: [CH3:1][C:2]1[C:6]([CH3:7])=[C:5]([NH:8][C:9](=[O:16])OCC(Cl)(Cl)Cl)[O:4][N:3]=1.[F:17][C:18]1[CH:23]=[CH:22][CH:21]=[CH:20][C:19]=1[C:24]1[N:25]=[C:26]([N:29]2[CH2:34][CH2:33][NH:32][CH2:31][CH2:30]2)[S:27][CH:28]=1.C(N(C(C)C)CC)(C)C.O. Product: [CH3:1][C:2]1[C:6]([CH3:7])=[C:5]([NH:8][C:9]([N:32]2[CH2:33][CH2:34][N:29]([C:26]3[S:27][CH:28]=[C:24]([C:19]4[CH:20]=[CH:21][CH:22]=[CH:23][C:18]=4[F:17])[N:25]=3)[CH2:30][CH2:31]2)=[O:16])[O:4][N:3]=1. The catalyst class is: 16. (2) Reactant: Br[C:2]1[C:3]([N:17]2[CH2:22][CH2:21][N:20]([C:23]([O:25][C:26]([CH3:29])([CH3:28])[CH3:27])=[O:24])[CH2:19][CH2:18]2)=[CH:4][CH:5]=[C:6]2[C:11]=1[CH:10]=[N:9][C:8]([C:12]([O:14][CH2:15][CH3:16])=[O:13])=[CH:7]2.[O-]P([O-])([O-])=O.[K+].[K+].[K+].[C:38]1([CH3:44])C=CC=C[CH:39]=1. The catalyst class is: 587. Product: [CH2:15]([O:14][C:12]([C:8]1[N:9]=[CH:10][C:11]2[C:6]([CH:7]=1)=[CH:5][CH:4]=[C:3]([N:17]1[CH2:18][CH2:19][N:20]([C:23]([O:25][C:26]([CH3:28])([CH3:27])[CH3:29])=[O:24])[CH2:21][CH2:22]1)[C:2]=2[CH:44]1[CH2:38][CH2:39]1)=[O:13])[CH3:16]. (3) Reactant: [Cl-].O[NH3+:3].[C:4](=[O:7])([O-])[OH:5].[Na+].CS(C)=O.[Si]([O:20][CH:21]([C:23]1[CH:57]=[CH:56][C:26]([CH2:27][N:28]2[C:33](=[O:34])[C:32]([CH2:35][C:36]3[CH:41]=[CH:40][C:39]([C:42]4[C:43]([C:48]#[N:49])=[CH:44][CH:45]=[CH:46][CH:47]=4)=[CH:38][CH:37]=3)=[C:31]([CH2:50][CH2:51][CH3:52])[N:30]3[N:53]=[CH:54][N:55]=[C:29]23)=[CH:25][CH:24]=1)[CH3:22])(C(C)(C)C)(C)C. Product: [OH:20][CH:21]([C:23]1[CH:57]=[CH:56][C:26]([CH2:27][N:28]2[C:33](=[O:34])[C:32]([CH2:35][C:36]3[CH:41]=[CH:40][C:39]([C:42]4[CH:47]=[CH:46][CH:45]=[CH:44][C:43]=4[C:48]4[NH:49][C:4](=[O:7])[O:5][N:3]=4)=[CH:38][CH:37]=3)=[C:31]([CH2:50][CH2:51][CH3:52])[N:30]3[N:53]=[CH:54][N:55]=[C:29]23)=[CH:25][CH:24]=1)[CH3:22]. The catalyst class is: 13. (4) Reactant: Br[C:2]1[CH:10]=[CH:9][C:8]([O:11][CH3:12])=[C:7]2[C:3]=1[CH:4]=[CH:5][N:6]2[C:13]([O:15][C:16]([CH3:19])([CH3:18])[CH3:17])=[O:14].[CH3:20][C:21]1([CH3:37])[C:25]([CH3:27])([CH3:26])[O:24][B:23]([B:23]2[O:24][C:25]([CH3:27])([CH3:26])[C:21]([CH3:37])([CH3:20])[O:22]2)[O:22]1.C([O-])(=O)C.[K+]. Product: [CH3:12][O:11][C:8]1[CH:9]=[CH:10][C:2]([B:23]2[O:24][C:25]([CH3:27])([CH3:26])[C:21]([CH3:37])([CH3:20])[O:22]2)=[C:3]2[C:7]=1[N:6]([C:13]([O:15][C:16]([CH3:19])([CH3:18])[CH3:17])=[O:14])[CH:5]=[CH:4]2. The catalyst class is: 75.